Task: Predict the reaction yield, written as a fraction of the theoretical maximum amount of product (1.0 means a 100% yield; for example, 0.34 means a 34% yield).. Dataset: Reaction yield outcomes from USPTO patents with 853,638 reactions (1) The reactants are [C@@H:1]1([NH:10][C:11]2[N:16]=[CH:15][N:14]=[C:13]([NH:17][C@H:18]3[CH2:22][C@H:21]([OH:23])[C@@H:20]([CH2:24][OH:25])[CH2:19]3)[CH:12]=2)[C:9]2[C:4](=[CH:5][CH:6]=[CH:7][CH:8]=2)[CH2:3][CH2:2]1.C(C1C=C(C)C=C(C(C)(C)C)N=1)(C)(C)C.Cl[S:42]([NH:45][C:46](=[O:52])[O:47][C:48]([CH3:51])([CH3:50])[CH3:49])(=[O:44])=[O:43]. The catalyst is C(#N)C. The product is [C@@H:1]1([NH:10][C:11]2[N:16]=[CH:15][N:14]=[C:13]([NH:17][C@@H:18]3[CH2:19][C@H:20]([CH2:24][O:25][S:42]([NH:45][C:46](=[O:52])[O:47][C:48]([CH3:50])([CH3:49])[CH3:51])(=[O:43])=[O:44])[C@@H:21]([OH:23])[CH2:22]3)[CH:12]=2)[C:9]2[C:4](=[CH:5][CH:6]=[CH:7][CH:8]=2)[CH2:3][CH2:2]1. The yield is 0.330. (2) The reactants are Cl[C:2]1[N:7]=[C:6]2[N:8]([CH2:11][O:12][CH2:13][CH2:14][Si:15]([CH3:18])([CH3:17])[CH3:16])[CH:9]=[CH:10][C:5]2=[C:4]([O:19][C:20]2[CH:29]=[CH:28][CH:27]=[C:26]3[C:21]=2[CH:22]=[CH:23][CH:24]=[C:25]3[C:30]([NH:32][C:33]2[CH:38]=[CH:37][CH:36]=[C:35]([C:39]([F:42])([F:41])[F:40])[CH:34]=2)=[O:31])[CH:3]=1.[NH2:43][C:44]1[CH:49]=[CH:48][C:47]([S:50]([N:53]2[CH2:58][CH2:57][N:56]([C:59]([O:61][C:62]([CH3:65])([CH3:64])[CH3:63])=[O:60])[CH2:55][CH2:54]2)(=[O:52])=[O:51])=[CH:46][CH:45]=1. No catalyst specified. The product is [F:40][C:39]([F:42])([F:41])[C:35]1[CH:34]=[C:33]([NH:32][C:30]([C:25]2[CH:24]=[CH:23][CH:22]=[C:21]3[C:26]=2[CH:27]=[CH:28][CH:29]=[C:20]3[O:19][C:4]2[CH:3]=[C:2]([NH:43][C:44]3[CH:49]=[CH:48][C:47]([S:50]([N:53]4[CH2:58][CH2:57][N:56]([C:59]([O:61][C:62]([CH3:65])([CH3:64])[CH3:63])=[O:60])[CH2:55][CH2:54]4)(=[O:51])=[O:52])=[CH:46][CH:45]=3)[N:7]=[C:6]3[N:8]([CH2:11][O:12][CH2:13][CH2:14][Si:15]([CH3:17])([CH3:18])[CH3:16])[CH:9]=[CH:10][C:5]=23)=[O:31])[CH:38]=[CH:37][CH:36]=1. The yield is 0.700. (3) The reactants are F[C:2]1[CH:3]=[C:4]2[C:9](=[CH:10][C:11]=1[N+:12]([O-:14])=[O:13])[NH:8][C:7](=[O:15])[N:6]([NH:16][S:17]([CH3:20])(=[O:19])=[O:18])[C:5]2=[O:21].[NH2:22][CH:23]([CH2:26][CH2:27][CH2:28][CH3:29])[CH2:24][OH:25]. No catalyst specified. The product is [OH:25][CH2:24][CH:23]([NH:22][C:2]1[CH:3]=[C:4]2[C:9](=[CH:10][C:11]=1[N+:12]([O-:14])=[O:13])[NH:8][C:7](=[O:15])[N:6]([NH:16][S:17]([CH3:20])(=[O:19])=[O:18])[C:5]2=[O:21])[CH2:26][CH2:27][CH2:28][CH3:29]. The yield is 0.610. (4) The reactants are [F:1][C:2]1[CH:7]=[CH:6][C:5]([N:8]2[CH2:13][CH2:12][N:11]([CH2:14][CH2:15][CH2:16][N:17]3[CH2:23][CH2:22][C:21](=[O:24])[C:20]4=[CH:25][N:26]([CH3:28])[CH:27]=[C:19]4[S:18]3(=[O:30])=[O:29])[CH2:10][CH2:9]2)=[CH:4][CH:3]=1.[BH4-].[Na+].O. The catalyst is C(O)C. The product is [F:1][C:2]1[CH:3]=[CH:4][C:5]([N:8]2[CH2:13][CH2:12][N:11]([CH2:14][CH2:15][CH2:16][N:17]3[CH2:23][CH2:22][CH:21]([OH:24])[C:20]4=[CH:25][N:26]([CH3:28])[CH:27]=[C:19]4[S:18]3(=[O:30])=[O:29])[CH2:10][CH2:9]2)=[CH:6][CH:7]=1. The yield is 0.860.